Dataset: Full USPTO retrosynthesis dataset with 1.9M reactions from patents (1976-2016). Task: Predict the reactants needed to synthesize the given product. (1) The reactants are: N(C(OC(C)(C)C)=O)=NC(OC(C)(C)C)=O.[Cl:17][C:18]1[C:27]2[C:22](=[CH:23][C:24]([O:29][CH3:30])=[C:25]([OH:28])[CH:26]=2)[N:21]=[CH:20][N:19]=1.[N:31]1([CH2:37][CH2:38][CH2:39]O)[CH2:36][CH2:35][O:34][CH2:33][CH2:32]1.C1(P(C2C=CC=CC=2)C2C=CC=CC=2)C=CC=CC=1. Given the product [Cl:17][C:18]1[C:27]2[C:22](=[CH:23][C:24]([O:29][CH3:30])=[C:25]([O:28][CH2:39][CH2:38][CH2:37][N:31]3[CH2:36][CH2:35][O:34][CH2:33][CH2:32]3)[CH:26]=2)[N:21]=[CH:20][N:19]=1, predict the reactants needed to synthesize it. (2) Given the product [CH2:23]([O:22][C:4]1[C:3](=[O:30])[C:2]([NH:1][C:37](=[O:41])[CH:38]([CH3:40])[CH3:39])=[CH:21][N:6]2[CH2:7][CH2:8][N:9]([CH2:12][C:13]3[CH:18]=[CH:17][C:16]([F:19])=[C:15]([Cl:20])[CH:14]=3)[C:10](=[O:11])[C:5]=12)[C:24]1[CH:25]=[CH:26][CH:27]=[CH:28][CH:29]=1, predict the reactants needed to synthesize it. The reactants are: [NH2:1][C:2]1[C:3](=[O:30])[C:4]([O:22][CH2:23][C:24]2[CH:29]=[CH:28][CH:27]=[CH:26][CH:25]=2)=[C:5]2[C:10](=[O:11])[N:9]([CH2:12][C:13]3[CH:18]=[CH:17][C:16]([F:19])=[C:15]([Cl:20])[CH:14]=3)[CH2:8][CH2:7][N:6]2[CH:21]=1.N1C=CC=CC=1.[C:37](Cl)(=[O:41])[CH:38]([CH3:40])[CH3:39].S([O-])(O)(=O)=O.[K+]. (3) Given the product [NH2:21][S:18]([C:15]1[CH:14]=[CH:13][C:12]([C:6]2[N:5]([CH2:4][C:3]3[CH:22]=[CH:23][CH:24]=[CH:25][C:2]=3[F:1])[CH:9]=[C:8]([C:10]([OH:27])=[O:11])[N:7]=2)=[CH:17][CH:16]=1)(=[O:20])=[O:19], predict the reactants needed to synthesize it. The reactants are: [F:1][C:2]1[CH:25]=[CH:24][CH:23]=[CH:22][C:3]=1[CH2:4][N:5]1[CH:9]=[C:8]([CH:10]=[O:11])[N:7]=[C:6]1[C:12]1[CH:17]=[CH:16][C:15]([S:18]([NH2:21])(=[O:20])=[O:19])=[CH:14][CH:13]=1.[Mn]([O-])(=O)(=O)=[O:27].[K+].S([O-])([O-])(=O)=S.[Na+].[Na+]. (4) The reactants are: Br[C:2]1[C:10]2[C:5](=[N:6][CH:7]=[C:8]3[C:13](=[O:14])[N:12]([CH2:15][CH2:16][C:17]4[CH:22]=[CH:21][CH:20]=[CH:19][CH:18]=4)[C:11](=[O:23])[C:9]3=2)[N:4](CC2C=CC(OC)=CC=2)[N:3]=1.C(=O)([O-])[O-].[Cs+].[Cs+].[C:39]1(B(O)O)[CH:44]=[CH:43][CH:42]=[CH:41][CH:40]=1. Given the product [CH2:15]([N:12]1[C:13](=[O:14])[C:8]2[C:9](=[C:10]3[C:2]([C:39]4[CH:44]=[CH:43][CH:42]=[CH:41][CH:40]=4)=[N:3][NH:4][C:5]3=[N:6][CH:7]=2)[C:11]1=[O:23])[CH2:16][C:17]1[CH:18]=[CH:19][CH:20]=[CH:21][CH:22]=1, predict the reactants needed to synthesize it. (5) Given the product [NH2:5][C@H:3]([CH3:4])[C@@H:2]([C:13]1[CH:18]=[CH:17][C:16]([S:19][CH3:20])=[C:15]([O:21][CH3:22])[CH:14]=1)[OH:1], predict the reactants needed to synthesize it. The reactants are: [OH:1][C@H:2]([C:13]1[CH:18]=[CH:17][C:16]([S:19][CH3:20])=[C:15]([O:21][CH3:22])[CH:14]=1)[CH:3]([NH:5]C(=O)OC(C)(C)C)[CH3:4].